Predict which catalyst facilitates the given reaction. From a dataset of Catalyst prediction with 721,799 reactions and 888 catalyst types from USPTO. Reactant: [C:1]([O:5][C:6]([N:8]([C:42]([O:44][C:45]([CH3:48])([CH3:47])[CH3:46])=[O:43])[C:9]1[C:10]([C:16]2[O:20][N:19]=[C:18]([C:21]3[CH:26]=[CH:25][C:24]([CH2:27][N:28]([CH:36]4[CH2:41][CH2:40][O:39][CH2:38][CH2:37]4)[C:29](=[O:35])[O:30][C:31]([CH3:34])([CH3:33])[CH3:32])=[CH:23][CH:22]=3)[CH:17]=2)=[N:11][C:12](Br)=[CH:13][N:14]=1)=[O:7])([CH3:4])([CH3:3])[CH3:2].C([O-])([O-])=O.[K+].[K+].[CH3:55][C:56]([C:60]1[CH:65]=[C:64](B2OC(C)(C)C(C)(C)O2)[CH:63]=[CH:62][N:61]=1)([CH3:59])[C:57]#[N:58]. Product: [C:1]([O:5][C:6]([N:8]([C:42]([O:44][C:45]([CH3:48])([CH3:47])[CH3:46])=[O:43])[C:9]1[C:10]([C:16]2[O:20][N:19]=[C:18]([C:21]3[CH:26]=[CH:25][C:24]([CH2:27][N:28]([CH:36]4[CH2:41][CH2:40][O:39][CH2:38][CH2:37]4)[C:29](=[O:35])[O:30][C:31]([CH3:34])([CH3:33])[CH3:32])=[CH:23][CH:22]=3)[CH:17]=2)=[N:11][C:12]([C:64]2[CH:63]=[CH:62][N:61]=[C:60]([C:56]([C:57]#[N:58])([CH3:59])[CH3:55])[CH:65]=2)=[CH:13][N:14]=1)=[O:7])([CH3:4])([CH3:3])[CH3:2]. The catalyst class is: 93.